From a dataset of Full USPTO retrosynthesis dataset with 1.9M reactions from patents (1976-2016). Predict the reactants needed to synthesize the given product. (1) Given the product [CH3:25][O:1][CH:2]([C:16]1[CH:17]=[CH:18][CH:19]=[CH:20][CH:21]=1)[C:3]1[CH:4]=[CH:5][C:6]([C:7]([O:9][C:10]([CH3:13])([CH3:12])[CH3:11])=[O:8])=[CH:14][CH:15]=1, predict the reactants needed to synthesize it. The reactants are: [OH:1][CH:2]([C:16]1[CH:21]=[CH:20][CH:19]=[CH:18][CH:17]=1)[C:3]1[CH:15]=[CH:14][C:6]([C:7]([O:9][C:10]([CH3:13])([CH3:12])[CH3:11])=[O:8])=[CH:5][CH:4]=1.[H-].[Na+].I[CH3:25]. (2) Given the product [Cl:1][C:2]1[CH:3]=[C:4]([C:5]([N:34]2[CH2:39][CH2:38][NH:37][CH2:36][CH2:35]2)=[O:6])[CH:8]=[CH:9][C:10]=1[C:11]([NH:12][C:13]1[CH:18]=[CH:17][C:16]([Cl:19])=[C:15]([C:20]2[CH:25]=[CH:24][CH:23]=[CH:22][N:21]=2)[CH:14]=1)=[O:26], predict the reactants needed to synthesize it. The reactants are: [Cl:1][C:2]1[CH:3]=[C:4]([CH:8]=[CH:9][C:10]=1[C:11](=[O:26])[NH:12][C:13]1[CH:18]=[CH:17][C:16]([Cl:19])=[C:15]([C:20]2[CH:25]=[CH:24][CH:23]=[CH:22][N:21]=2)[CH:14]=1)[C:5](O)=[O:6].C([N:34]1[CH2:39][CH2:38][NH:37][CH2:36][CH2:35]1)(OC(C)(C)C)=O. (3) Given the product [CH3:1][C:2]1([CH3:18])[O:6][CH:5]([CH:7]2[O:11][CH:10]3[O:12][C:13]([CH3:16])([CH3:15])[O:14][CH:9]3[CH:8]2[O:17][CH2:21][C:22]2[CH:27]=[CH:26][CH:25]=[CH:24][CH:23]=2)[CH2:4][O:3]1, predict the reactants needed to synthesize it. The reactants are: [CH3:1][C:2]1([CH3:18])[O:6][C@@H:5]([C@H:7]2[O:11][C@@H:10]3[O:12][C:13]([CH3:16])([CH3:15])[O:14][C@@H:9]3[C@@H:8]2[OH:17])[CH2:4][O:3]1.[H-].[Na+].[CH2:21](Br)[C:22]1[CH:27]=[CH:26][CH:25]=[CH:24][CH:23]=1. (4) Given the product [CH:12]([C@H:13]1[N:18]([C:19]([O:21][C:22]([CH3:25])([CH3:23])[CH3:24])=[O:20])[CH2:17][C@@H:16]([CH2:26][CH2:27][C:28]2[CH:33]=[CH:32][CH:31]=[CH:30][C:29]=2[NH:34][C:35](=[O:55])[C@H:36]([CH:42]([C:49]2[CH:50]=[CH:51][CH:52]=[CH:53][CH:54]=2)[C:43]2[CH:44]=[CH:45][CH:46]=[CH:47][CH:48]=2)[NH:37][C:38]([O:40][CH3:41])=[O:39])[O:15][CH2:14]1)=[O:11], predict the reactants needed to synthesize it. The reactants are: C(Cl)(=O)C(Cl)=O.CS(C)=O.[OH:11][CH2:12][C@H:13]1[N:18]([C:19]([O:21][C:22]([CH3:25])([CH3:24])[CH3:23])=[O:20])[CH2:17][C@@H:16]([CH2:26][CH2:27][C:28]2[CH:33]=[CH:32][CH:31]=[CH:30][C:29]=2[NH:34][C:35](=[O:55])[C@H:36]([CH:42]([C:49]2[CH:54]=[CH:53][CH:52]=[CH:51][CH:50]=2)[C:43]2[CH:48]=[CH:47][CH:46]=[CH:45][CH:44]=2)[NH:37][C:38]([O:40][CH3:41])=[O:39])[O:15][CH2:14]1.C(N(CC)CC)C.C(=O)([O-])O.[Na+]. (5) The reactants are: [H-].[Al+3].[Li+].[H-].[H-].[H-].[C:7]([O:11][C:12](=[O:21])[NH:13][C@@H:14]([CH2:17][N:18]=[N+]=[N-])[CH2:15][CH3:16])([CH3:10])([CH3:9])[CH3:8].[OH-].[Na+].O. Given the product [C:7]([O:11][C:12](=[O:21])[NH:13][C@@H:14]([CH2:17][NH2:18])[CH2:15][CH3:16])([CH3:8])([CH3:9])[CH3:10], predict the reactants needed to synthesize it. (6) Given the product [N:44]([CH2:28][C:26]1[N:27]=[C:23]([N:21]2[CH2:22][CH:19]([O:18][Si:1]([C:14]([CH3:17])([CH3:16])[CH3:15])([C:8]3[CH:9]=[CH:10][CH:11]=[CH:12][CH:13]=3)[C:2]3[CH:7]=[CH:6][CH:5]=[CH:4][CH:3]=3)[CH2:20]2)[S:24][CH:25]=1)=[N+:45]=[N-:46], predict the reactants needed to synthesize it. The reactants are: [Si:1]([O:18][CH:19]1[CH2:22][N:21]([C:23]2[S:24][CH:25]=[C:26]([CH2:28]O)[N:27]=2)[CH2:20]1)([C:14]([CH3:17])([CH3:16])[CH3:15])([C:8]1[CH:13]=[CH:12][CH:11]=[CH:10][CH:9]=1)[C:2]1[CH:7]=[CH:6][CH:5]=[CH:4][CH:3]=1.C1(P([N:44]=[N+:45]=[N-:46])(C2C=CC=CC=2)=O)C=CC=CC=1.C1(P(C2C=CC=CC=2)C2C=CC=CC=2)C=CC=CC=1.CCOC(/N=N/C(OCC)=O)=O.C1(C)C=CC=CC=1. (7) The reactants are: [OH:1][NH:2][C:3](=[NH:14])[C:4]1[CH:9]=[CH:8][C:7]([S:10]([CH3:13])(=[O:12])=[O:11])=[CH:6][CH:5]=1.N1C=CC=CC=1.Cl[C:22](OC)=[O:23]. Given the product [CH3:13][S:10]([C:7]1[CH:6]=[CH:5][C:4]([C:3]2[N:14]=[C:22]([OH:23])[O:1][N:2]=2)=[CH:9][CH:8]=1)(=[O:11])=[O:12], predict the reactants needed to synthesize it. (8) Given the product [CH:45]1([CH2:51][CH2:52][NH:53][C:20]([C:17]2[CH:18]=[CH:19][C:14]([C:3]3[CH:4]=[C:5]([C:8]4[O:9][C:10]([CH3:13])=[N:11][N:12]=4)[CH:6]=[CH:7][C:2]=3[CH3:1])=[CH:15][CH:16]=2)=[O:21])[CH2:50][CH2:49][CH2:48][CH2:47][CH2:46]1, predict the reactants needed to synthesize it. The reactants are: [CH3:1][C:2]1[CH:7]=[CH:6][C:5]([C:8]2[O:9][C:10]([CH3:13])=[N:11][N:12]=2)=[CH:4][C:3]=1[C:14]1[CH:19]=[CH:18][C:17]([C:20](O)=[O:21])=[CH:16][CH:15]=1.C1C=CC2N(O)N=NC=2C=1.Cl.CN(C)CCCN=C=NCC.[CH:45]1([CH2:51][CH2:52][NH2:53])[CH2:50][CH2:49][CH2:48][CH2:47][CH2:46]1.